This data is from Catalyst prediction with 721,799 reactions and 888 catalyst types from USPTO. The task is: Predict which catalyst facilitates the given reaction. (1) Reactant: C[O:2][C:3]([C:5]1[N:6]([CH2:13][C:14]2[CH:18]=[C:17]([C:19]3[S:20][C:21]([Cl:24])=[CH:22][CH:23]=3)[O:16][N:15]=2)[C:7]([CH2:10][O:11][CH3:12])=[N:8][CH:9]=1)=[O:4].O.[OH-].[Li+]. Product: [Cl:24][C:21]1[S:20][C:19]([C:17]2[O:16][N:15]=[C:14]([CH2:13][N:6]3[C:5]([C:3]([OH:4])=[O:2])=[CH:9][N:8]=[C:7]3[CH2:10][O:11][CH3:12])[CH:18]=2)=[CH:23][CH:22]=1. The catalyst class is: 20. (2) Reactant: [CH3:1][C:2]1[C:3](=[O:20])[N:4]([CH:12]([C:14]2[CH:19]=[CH:18][CH:17]=[CH:16][CH:15]=2)[CH3:13])[CH:5]=[C:6]([CH3:11])[C:7]=1[C:8]([OH:10])=O.CCN=C=NCCCN(C)C.C1C=CC2N(O)N=NC=2C=1.C(N(CC)CC)C.[NH2:49][CH2:50][C:51]1[C:52](=[O:59])[NH:53][C:54]([CH3:58])=[CH:55][C:56]=1[CH3:57]. Product: [CH3:57][C:56]1[CH:55]=[C:54]([CH3:58])[NH:53][C:52](=[O:59])[C:51]=1[CH2:50][NH:49][C:8]([C:7]1[C:6]([CH3:11])=[CH:5][N:4]([CH:12]([C:14]2[CH:19]=[CH:18][CH:17]=[CH:16][CH:15]=2)[CH3:13])[C:3](=[O:20])[C:2]=1[CH3:1])=[O:10]. The catalyst class is: 4. (3) Reactant: [Cl:1][C:2]1[CH:3]=[N:4][N:5]([C:7]2[CH:12]=[CH:11][C:10]([N+:13]([O-])=O)=[CH:9][CH:8]=2)[CH:6]=1.Cl.[N:17]([O-])=O.[Na+].[Sn](Cl)Cl. Product: [ClH:1].[Cl:1][C:2]1[CH:3]=[N:4][N:5]([C:7]2[CH:12]=[CH:11][C:10]([NH:13][NH2:17])=[CH:9][CH:8]=2)[CH:6]=1.[Cl:1][C:2]1[CH:3]=[N:4][N:5]([C:7]2[CH:12]=[CH:11][C:10]([NH:13][NH2:17])=[CH:9][CH:8]=2)[CH:6]=1. The catalyst class is: 97. (4) Reactant: [Cl:1][C:2]1[C:7]([C:8](OCC)=[O:9])=[CH:6][N:5]=[C:4]([S:13][CH3:14])[N:3]=1.[H-].C([Al+]CC(C)C)C(C)C.C1(C)C=CC=CC=1.C(OCC)C. Product: [Cl:1][C:2]1[C:7]([CH2:8][OH:9])=[CH:6][N:5]=[C:4]([S:13][CH3:14])[N:3]=1. The catalyst class is: 96. (5) The catalyst class is: 10. Product: [O:2]=[C:3]1[C:8]2[C:9]([C:18]3[CH:19]=[CH:20][C:21]([S:24]([NH2:27])(=[O:26])=[O:25])=[CH:22][CH:23]=3)=[CH:10][N:11]([CH:12]3[CH2:17][CH2:16][O:15][CH2:14][CH2:13]3)[C:7]=2[CH:6]=[CH:5][NH:4]1. Reactant: C[O:2][C:3]1[C:8]2[C:9]([C:18]3[CH:23]=[CH:22][C:21]([S:24]([NH2:27])(=[O:26])=[O:25])=[CH:20][CH:19]=3)=[CH:10][N:11]([CH:12]3[CH2:17][CH2:16][O:15][CH2:14][CH2:13]3)[C:7]=2[CH:6]=[CH:5][N:4]=1.[I-].[Na+].Cl[Si](C)(C)C.C(=O)([O-])O.[Na+]. (6) Reactant: [Br:1][C:2]1[CH:7]=[CH:6][C:5]([C:8](=O)[CH2:9][CH2:10][CH2:11][NH:12]C(=O)OC(C)(C)C)=[CH:4][C:3]=1[F:21]. Product: [Br:1][C:2]1[CH:7]=[CH:6][C:5]([C:8]2[CH2:9][CH2:10][CH2:11][N:12]=2)=[CH:4][C:3]=1[F:21]. The catalyst class is: 106. (7) Reactant: C1(C[O:8][C:9]2[CH:14]=[C:13]([O:15]CC3C=CC=CC=3)[CH:12]=[CH:11][C:10]=2[NH:23][C:24](=[O:29])[C:25]([F:28])([F:27])[F:26])C=CC=CC=1.[H][H]. Product: [OH:8][C:9]1[CH:14]=[C:13]([OH:15])[CH:12]=[CH:11][C:10]=1[NH:23][C:24](=[O:29])[C:25]([F:26])([F:27])[F:28]. The catalyst class is: 63.